The task is: Predict the reactants needed to synthesize the given product.. This data is from Full USPTO retrosynthesis dataset with 1.9M reactions from patents (1976-2016). (1) Given the product [NH2:1][C:2]1[CH:10]=[CH:9][C:5]([C:6]([NH:16][CH:17]2[CH2:22][CH2:21][N:20]([CH3:23])[CH2:19][CH2:18]2)=[O:8])=[CH:4][C:3]=1[O:11][C:12]([F:15])([F:14])[F:13], predict the reactants needed to synthesize it. The reactants are: [NH2:1][C:2]1[CH:10]=[CH:9][C:5]([C:6]([OH:8])=O)=[CH:4][C:3]=1[O:11][C:12]([F:15])([F:14])[F:13].[NH2:16][CH:17]1[CH2:22][CH2:21][N:20]([CH3:23])[CH2:19][CH2:18]1.C(N(C(C)C)C(C)C)C. (2) Given the product [C:23]([O:27][C:28]([N:30]1[CH2:35][CH2:34][C@@H:33]([NH:36][C:18]2[C:17]([N+:20]([O-:22])=[O:21])=[CH:16][N:15]=[C:14]3[N:10]([S:7]([C:1]4[CH:6]=[CH:5][CH:4]=[CH:3][CH:2]=4)(=[O:9])=[O:8])[CH:11]=[CH:12][C:13]=23)[C@H:32]([F:37])[CH2:31]1)=[O:29])([CH3:26])([CH3:24])[CH3:25], predict the reactants needed to synthesize it. The reactants are: [C:1]1([S:7]([N:10]2[C:14]3=[N:15][CH:16]=[C:17]([N+:20]([O-:22])=[O:21])[C:18](Cl)=[C:13]3[CH:12]=[CH:11]2)(=[O:9])=[O:8])[CH:6]=[CH:5][CH:4]=[CH:3][CH:2]=1.[C:23]([O:27][C:28]([N:30]1[CH2:35][CH2:34][C@@H:33]([NH2:36])[C@H:32]([F:37])[CH2:31]1)=[O:29])([CH3:26])([CH3:25])[CH3:24].C(N(C(C)C)CC)(C)C. (3) Given the product [CH2:12]([O:1][C:2]1[CH:7]=[CH:6][C:5]([O:8][CH2:20][C:42]2[CH:41]=[CH:47][CH:46]=[CH:45][CH:44]=2)=[CH:4][C:3]=1[C:9](=[O:11])[CH3:10])[C:13]1[CH:18]=[CH:17][CH:16]=[CH:15][CH:14]=1, predict the reactants needed to synthesize it. The reactants are: [OH:1][C:2]1[CH:7]=[CH:6][C:5]([OH:8])=[CH:4][C:3]=1[C:9](=[O:11])[CH3:10].[CH2:12](Cl)[C:13]1[CH:18]=[CH:17][CH:16]=[CH:15][CH:14]=1.[C:20](=O)([O-])[O-].[K+].[K+].C1O[CH2:42][CH2:41]OCCOCCOCCOCCOC1.[CH3:44][C:45](=O)[CH2:46][CH3:47]. (4) Given the product [O:17]1[CH:22]=[CH:21][C:19]([C:2]2[CH:7]=[CH:6][C:5]([N+:8]([O-:10])=[O:9])=[CH:4][CH:3]=2)=[CH:18]1, predict the reactants needed to synthesize it. The reactants are: Br[C:2]1[CH:7]=[CH:6][C:5]([N+:8]([O-:10])=[O:9])=[CH:4][CH:3]=1.C(=O)([O-])[O-].[Cs+].[Cs+].[O:17]1[CH2:22][CH2:21]O[CH2:19][CH2:18]1. (5) Given the product [CH2:38]([O:37][C:34]1[CH:33]=[CH:32][C:31]([S:28]([C:6]2([C:4]([OH:5])=[O:3])[CH2:7][CH2:8][N:9]([CH2:12][C:13]3[CH:18]=[CH:17][C:16]([O:19][CH2:20][CH2:21][N:22]4[CH2:23][CH2:24][CH2:25][CH2:26][CH2:27]4)=[CH:15][CH:14]=3)[CH2:10][CH2:11]2)(=[O:30])=[O:29])=[CH:36][CH:35]=1)[CH2:39][CH2:40][CH3:41], predict the reactants needed to synthesize it. The reactants are: C([O:3][C:4]([C:6]1([S:28]([C:31]2[CH:36]=[CH:35][C:34]([O:37][CH2:38][CH2:39][CH2:40][CH3:41])=[CH:33][CH:32]=2)(=[O:30])=[O:29])[CH2:11][CH2:10][N:9]([CH2:12][C:13]2[CH:18]=[CH:17][C:16]([O:19][CH2:20][CH2:21][N:22]3[CH2:27][CH2:26][CH2:25][CH2:24][CH2:23]3)=[CH:15][CH:14]=2)[CH2:8][CH2:7]1)=[O:5])C. (6) Given the product [CH2:36]([O:35][CH2:34][C@H:25]1[C@H:24]([CH2:22][OH:23])[CH2:33][CH2:32][C:27]2([O:28][CH2:29][CH2:30][O:31]2)[CH2:26]1)[C:37]1[CH:42]=[CH:41][CH:40]=[CH:39][CH:38]=1, predict the reactants needed to synthesize it. The reactants are: C(S)C1C=CC=CC=1.C([C@@H]1COC(=O)N1[C:22]([C@@H:24]1[CH2:33][CH2:32][C:27]2([O:31][CH2:30][CH2:29][O:28]2)[CH2:26][C@H:25]1[CH2:34][O:35][CH2:36][C:37]1[CH:42]=[CH:41][CH:40]=[CH:39][CH:38]=1)=[O:23])C1C=CC=CC=1.[H-].[H-].[H-].[H-].[Li+].[Al+3]. (7) Given the product [Cl:10][C:5]1[N:6]([CH3:9])[C:7](=[O:8])[C:2]([CH3:16])=[CH:3][C:4]=1[C:11]([O:13][CH3:14])=[O:12], predict the reactants needed to synthesize it. The reactants are: Br[C:2]1[C:7](=[O:8])[N:6]([CH3:9])[C:5]([Cl:10])=[C:4]([C:11]([O:13][CH3:14])=[O:12])[CH:3]=1.O1CCOC[CH2:16]1. (8) Given the product [CH2:1]([N:8]([CH2:33][CH2:32][C:31](=[O:34])[CH2:30][OH:29])[S:25]([C:20]1[CH:21]=[CH:22][CH:23]=[CH:24][C:19]=1[N+:16]([O-:18])=[O:17])(=[O:27])=[O:26])[C:2]1[CH:7]=[CH:6][CH:5]=[CH:4][CH:3]=1, predict the reactants needed to synthesize it. The reactants are: [CH2:1]([NH2:8])[C:2]1[CH:7]=[CH:6][CH:5]=[CH:4][CH:3]=1.C(N(CC)CC)C.[N+:16]([C:19]1[CH:24]=[CH:23][CH:22]=[CH:21][C:20]=1[S:25](Cl)(=[O:27])=[O:26])([O-:18])=[O:17].[OH:29][CH2:30][C:31](=[O:34])[CH:32]=[CH2:33]. (9) Given the product [Cl:23][C:24]1[CH:29]=[CH:28][C:27]([C:2]2[CH:22]=[CH:21][C:5]3[N:6]([C:15]4[CH:20]=[CH:19][CH:18]=[CH:17][CH:16]=4)[C:7]([C:9]4[CH:14]=[CH:13][CH:12]=[CH:11][CH:10]=4)=[N:8][C:4]=3[CH:3]=2)=[CH:26][CH:25]=1, predict the reactants needed to synthesize it. The reactants are: Br[C:2]1[CH:22]=[CH:21][C:5]2[N:6]([C:15]3[CH:20]=[CH:19][CH:18]=[CH:17][CH:16]=3)[C:7]([C:9]3[CH:14]=[CH:13][CH:12]=[CH:11][CH:10]=3)=[N:8][C:4]=2[CH:3]=1.[Cl:23][C:24]1[CH:29]=[CH:28][C:27](B(O)O)=[CH:26][CH:25]=1.C(=O)([O-])[O-].[Na+].[Na+].